Predict which catalyst facilitates the given reaction. From a dataset of Catalyst prediction with 721,799 reactions and 888 catalyst types from USPTO. (1) Reactant: O[CH2:2]/[CH:3]=[CH:4]/[C:5]1[CH:6]=[C:7]([CH:14]=[C:15]([O:17][CH3:18])[CH:16]=1)[O:8][CH2:9][C:10]([O:12][CH3:13])=[O:11].C(Br)(Br)(Br)[Br:20].C1(P(C2C=CC=CC=2)C2C=CC=CC=2)C=CC=CC=1.CCOCC. Product: [Br:20][CH2:2]/[CH:3]=[CH:4]/[C:5]1[CH:6]=[C:7]([CH:14]=[C:15]([O:17][CH3:18])[CH:16]=1)[O:8][CH2:9][C:10]([O:12][CH3:13])=[O:11]. The catalyst class is: 4. (2) Product: [Cl:1][C:2]1[CH:3]=[C:4]([C:9]2[C:18]3[C:13](=[CH:14][C:15]([CH2:19][N:20]4[CH:24]=[C:23]([C@:25]([OH:32])([C:28]([F:31])([F:29])[F:30])[CH2:26][CH3:27])[N:22]=[N:21]4)=[CH:16][CH:17]=3)[N:12]=[C:11]([C:33]([NH2:34])=[O:36])[CH:10]=2)[CH:5]=[C:6]([Cl:8])[CH:7]=1. Reactant: [Cl:1][C:2]1[CH:3]=[C:4]([C:9]2[C:18]3[C:13](=[CH:14][C:15]([CH2:19][N:20]4[CH:24]=[C:23]([C@:25]([OH:32])([C:28]([F:31])([F:30])[F:29])[CH2:26][CH3:27])[N:22]=[N:21]4)=[CH:16][CH:17]=3)[N:12]=[C:11]([C:33]#[N:34])[CH:10]=2)[CH:5]=[C:6]([Cl:8])[CH:7]=1.C([O-])([O-])=[O:36].C([O-])([O-])=O.OO.OO.OO.[Na+].[Na+].[Na+].[Na+]. The catalyst class is: 95. (3) Reactant: [C:1]([O:4][C@H:5]1[CH2:10][CH2:9][C@H:8]([C:11](=O)[NH:12][C:13]2[CH:18]=[CH:17][C:16]([Br:19])=[CH:15][C:14]=2[N+:20]([O-])=O)[CH2:7][CH2:6]1)(=[O:3])[CH3:2].[H][H]. Product: [C:1]([O:4][C@H:5]1[CH2:10][CH2:9][C@H:8]([C:11]2[NH:20][C:14]3[CH:15]=[C:16]([Br:19])[CH:17]=[CH:18][C:13]=3[N:12]=2)[CH2:7][CH2:6]1)(=[O:3])[CH3:2]. The catalyst class is: 8. (4) Reactant: [N+:1]([C:4]1[CH:5]=[CH:6][C:7]([NH:23][CH:24]2[CH2:29][CH2:28][NH:27][CH2:26][CH2:25]2)=[C:8]([CH:22]=1)[C:9]([NH:11][CH2:12][C:13]1[CH:21]=[CH:20][C:16]2[O:17][CH2:18][O:19][C:15]=2[CH:14]=1)=[O:10])([O-:3])=[O:2].[C:30](O)(=[O:32])[CH3:31].Cl.CN(C)CCCN=C=NCC.ON1C2C=CC=CC=2N=N1. Product: [C:30]([N:27]1[CH2:28][CH2:29][CH:24]([NH:23][C:7]2[CH:6]=[CH:5][C:4]([N+:1]([O-:3])=[O:2])=[CH:22][C:8]=2[C:9]([NH:11][CH2:12][C:13]2[CH:21]=[CH:20][C:16]3[O:17][CH2:18][O:19][C:15]=3[CH:14]=2)=[O:10])[CH2:25][CH2:26]1)(=[O:32])[CH3:31]. The catalyst class is: 9.